From a dataset of Forward reaction prediction with 1.9M reactions from USPTO patents (1976-2016). Predict the product of the given reaction. (1) Given the reactants C(OC[N:10]1[C:14]2[CH:15]=[N:16][NH:17][C:18](=[O:19])[C:13]=2[C:12]([CH2:20][C:21]2[CH:26]=[CH:25][CH:24]=[CH:23][C:22]=2[C:27]#[N:28])=[C:11]1[C:29]1[CH:34]=[CH:33][C:32]([O:35][CH:36]([F:38])[F:37])=[C:31]([O:39][CH:40]2[CH2:42][CH2:41]2)[CH:30]=1)C1C=CC=CC=1.C(OCN1C2C=NNC(=O)C=2C(CC2C=CC=CC=2F)=C1C1C=CC(OC(F)F)=C(OC2CC2)C=1)C1C=CC=CC=1, predict the reaction product. The product is: [C:27]([C:22]1[CH:23]=[CH:24][CH:25]=[CH:26][C:21]=1[CH2:20][C:12]1[C:13]2[C:18](=[O:19])[NH:17][N:16]=[CH:15][C:14]=2[NH:10][C:11]=1[C:29]1[CH:34]=[CH:33][C:32]([O:35][CH:36]([F:37])[F:38])=[C:31]([O:39][CH:40]2[CH2:41][CH2:42]2)[CH:30]=1)#[N:28]. (2) Given the reactants [CH:1]1([NH:4][C:5](=[O:31])[C:6]2[CH:11]=[C:10]([F:12])[C:9]([CH3:13])=[C:8]([C:14]3[CH:15]=[C:16]4[C:21](=[CH:22][CH:23]=3)[C:20](=[O:24])[N:19]([CH2:25][CH:26]3[CH2:28][CH2:27]3)[CH:18]=[C:17]4[CH:29]=O)[CH:7]=2)[CH2:3][CH2:2]1.[CH3:32][C@H:33]1[CH2:38][NH:37][CH2:36][CH2:35][N:34]1C(OC(C)(C)C)=O, predict the reaction product. The product is: [CH:1]1([NH:4][C:5](=[O:31])[C:6]2[CH:11]=[C:10]([F:12])[C:9]([CH3:13])=[C:8]([C:14]3[CH:15]=[C:16]4[C:21](=[CH:22][CH:23]=3)[C:20](=[O:24])[N:19]([CH2:25][CH:26]3[CH2:27][CH2:28]3)[CH:18]=[C:17]4[CH2:29][N:37]3[CH2:36][CH2:35][NH:34][C@@H:33]([CH3:32])[CH2:38]3)[CH:7]=2)[CH2:3][CH2:2]1. (3) Given the reactants [CH3:1]C(O)C.[H-].[Na+].[Na].[C:8]([O:12][C:13]([NH:15][C@H:16]([C:20]([OH:22])=[O:21])[C@@H:17]([CH3:19])[OH:18])=[O:14])([CH3:11])([CH3:10])[CH3:9], predict the reaction product. The product is: [C:8]([O:12][C:13]([NH:15][C@H:16]([C:20]([OH:22])=[O:21])[C@@H:17]([CH3:19])[O:18][CH3:1])=[O:14])([CH3:9])([CH3:10])[CH3:11]. (4) Given the reactants Br[C:2]1[N:3]=[C:4]2[C:8](=[N:9][CH:10]=1)[NH:7][CH:6]=[CH:5]2.[Br:11][C:12]1[CH:17]=[CH:16][C:15](B(O)O)=[C:14]([F:21])[CH:13]=1.C(Cl)Cl.C([O-])([O-])=O.[K+].[K+], predict the reaction product. The product is: [Br:11][C:12]1[CH:17]=[CH:16][C:15]([C:2]2[N:3]=[C:4]3[CH:5]=[CH:6][NH:7][C:8]3=[N:9][CH:10]=2)=[C:14]([F:21])[CH:13]=1. (5) Given the reactants CCOC(/N=N/C(OCC)=O)=O.[C:13]([O:17][C:18](=[O:50])[C@H:19]([CH2:31][C:32]1[CH:37]=[CH:36][C:35]([C:38]2[C:43]([O:44][CH3:45])=[CH:42][C:41]([CH2:46]O)=[CH:40][C:39]=2[O:48][CH3:49])=[CH:34][CH:33]=1)[NH:20][C:21](=[O:30])[C:22]1[C:27]([Cl:28])=[CH:26][CH:25]=[CH:24][C:23]=1[Cl:29])([CH3:16])([CH3:15])[CH3:14].C1(P(C2C=CC=CC=2)C2C=CC=CC=2)C=CC=CC=1.[C:70]1(=[O:76])[NH:74][C:73](=[O:75])[CH2:72][CH2:71]1, predict the reaction product. The product is: [C:13]([O:17][C:18](=[O:50])[C@H:19]([CH2:31][C:32]1[CH:37]=[CH:36][C:35]([C:38]2[C:39]([O:48][CH3:49])=[CH:40][C:41]([CH2:46][N:74]3[C:73](=[O:75])[CH2:72][CH2:71][C:70]3=[O:76])=[CH:42][C:43]=2[O:44][CH3:45])=[CH:34][CH:33]=1)[NH:20][C:21](=[O:30])[C:22]1[C:23]([Cl:29])=[CH:24][CH:25]=[CH:26][C:27]=1[Cl:28])([CH3:15])([CH3:16])[CH3:14]. (6) The product is: [Cl:1][C:2]1[CH:9]=[C:8]([N:10]([CH2:16][C:17]2[CH:22]=[CH:21][CH:20]=[CH:19][C:18]=2[Cl:23])[C@H:11]2[CH2:15][CH2:14][N:13]([S:31]([C:26]3[CH:27]=[CH:28][CH:29]=[CH:30][C:25]=3[Cl:24])(=[O:33])=[O:32])[CH2:12]2)[CH:7]=[CH:6][C:3]=1[C:4]#[N:5]. Given the reactants [Cl:1][C:2]1[CH:9]=[C:8]([N:10]([CH2:16][C:17]2[CH:22]=[CH:21][CH:20]=[CH:19][C:18]=2[Cl:23])[C@H:11]2[CH2:15][CH2:14][NH:13][CH2:12]2)[CH:7]=[CH:6][C:3]=1[C:4]#[N:5].[Cl:24][C:25]1[CH:30]=[CH:29][CH:28]=[CH:27][C:26]=1[S:31](Cl)(=[O:33])=[O:32], predict the reaction product. (7) Given the reactants [Cl:1][C:2]1[C:7]([O:8][CH3:9])=[CH:6][C:5]([O:10][CH3:11])=[C:4]([Cl:12])[C:3]=1[C:13]1[C:24](=N)[NH:23][C:16]2[N:17]=[C:18]([S:21][CH3:22])[N:19]=[CH:20][C:15]=2[CH:14]=1.N([O-])=[O:27].[Na+], predict the reaction product. The product is: [Cl:12][C:4]1[C:5]([O:10][CH3:11])=[CH:6][C:7]([O:8][CH3:9])=[C:2]([Cl:1])[C:3]=1[C:13]1[C:24](=[O:27])[NH:23][C:16]2[N:17]=[C:18]([S:21][CH3:22])[N:19]=[CH:20][C:15]=2[CH:14]=1. (8) Given the reactants [C:1]([N:8]([CH3:14])[C@H:9]([C:11]([OH:13])=O)[CH3:10])([O:3][C:4]([CH3:7])([CH3:6])[CH3:5])=[O:2].CN(C(ON1N=NC2C=CC=NC1=2)=[N+](C)C)C.F[P-](F)(F)(F)(F)F.CCN(C(C)C)C(C)C.[CH3:48][O:49][C:50]([CH:52]1[CH2:56][N:55]([C:57]([O:59][CH2:60][C:61]2[CH:66]=[CH:65][CH:64]=[CH:63][CH:62]=2)=[O:58])[CH:54]2[CH2:67][CH2:68][N:69]([C:70](=[O:79])[CH:71]([NH2:78])[CH:72]3[CH2:77][CH2:76][CH2:75][CH2:74][CH2:73]3)[CH:53]12)=[O:51], predict the reaction product. The product is: [CH3:48][O:49][C:50]([CH:52]1[CH2:56][N:55]([C:57]([O:59][CH2:60][C:61]2[CH:62]=[CH:63][CH:64]=[CH:65][CH:66]=2)=[O:58])[CH:54]2[CH2:67][CH2:68][N:69]([C:70](=[O:79])[CH:71]([NH:78][C:11](=[O:13])[CH:9]([N:8]([C:1]([O:3][C:4]([CH3:5])([CH3:6])[CH3:7])=[O:2])[CH3:14])[CH3:10])[CH:72]3[CH2:77][CH2:76][CH2:75][CH2:74][CH2:73]3)[CH:53]12)=[O:51]. (9) Given the reactants C([O:6][C:7]([C:11]1[C:12]([C:24]2[CH:29]=[CH:28][C:27]([F:30])=[CH:26][CH:25]=2)=[N:13][N:14]2[CH:19]=[C:18]([C:20]([F:23])([F:22])[F:21])[CH:17]=[CH:16][C:15]=12)=[C:8]([CH3:10])[CH3:9])(=O)C(C)C.FC1C=CC(C2C=C3C=CC(C(F)(F)F)=CN3N=2)=CC=1.O.[OH-].[Na+], predict the reaction product. The product is: [F:30][C:27]1[CH:26]=[CH:25][C:24]([C:12]2[C:11]([C:7](=[O:6])[CH:8]([CH3:9])[CH3:10])=[C:15]3[CH:16]=[CH:17][C:18]([C:20]([F:23])([F:22])[F:21])=[CH:19][N:14]3[N:13]=2)=[CH:29][CH:28]=1. (10) Given the reactants [F:1][C:2]([F:22])([F:21])[O:3][C:4]1[CH:9]=[CH:8][C:7]([N:10]2[CH2:14][CH2:13][C:12]3([CH2:19][CH2:18][NH:17][CH2:16][CH2:15]3)[C:11]2=[O:20])=[CH:6][CH:5]=1.Br[C:24]1[C:29]([F:30])=[CH:28][CH:27]=[CH:26][C:25]=1[F:31], predict the reaction product. The product is: [F:30][C:29]1[CH:28]=[CH:27][CH:26]=[C:25]([F:31])[C:24]=1[N:17]1[CH2:16][CH2:15][C:12]2([C:11](=[O:20])[N:10]([C:7]3[CH:8]=[CH:9][C:4]([O:3][C:2]([F:1])([F:21])[F:22])=[CH:5][CH:6]=3)[CH2:14][CH2:13]2)[CH2:19][CH2:18]1.